From a dataset of Peptide-MHC class I binding affinity with 185,985 pairs from IEDB/IMGT. Regression. Given a peptide amino acid sequence and an MHC pseudo amino acid sequence, predict their binding affinity value. This is MHC class I binding data. (1) The peptide sequence is PLHIVCSKT. The MHC is HLA-A02:03 with pseudo-sequence HLA-A02:03. The binding affinity (normalized) is 0.291. (2) The peptide sequence is NVIPILPI. The MHC is H-2-Kb with pseudo-sequence H-2-Kb. The binding affinity (normalized) is 0.0735. (3) The peptide sequence is LIFLLVLLDY. The MHC is Patr-A0301 with pseudo-sequence Patr-A0301. The binding affinity (normalized) is 0.197. (4) The peptide sequence is WRFDSHLAF. The MHC is HLA-A11:01 with pseudo-sequence HLA-A11:01. The binding affinity (normalized) is 0. (5) The peptide sequence is GSKYRGLPK. The binding affinity (normalized) is 0.0847. The MHC is HLA-A25:01 with pseudo-sequence HLA-A25:01.